This data is from Peptide-MHC class I binding affinity with 185,985 pairs from IEDB/IMGT. The task is: Regression. Given a peptide amino acid sequence and an MHC pseudo amino acid sequence, predict their binding affinity value. This is MHC class I binding data. (1) The peptide sequence is ESMMGSTAM. The MHC is HLA-B15:01 with pseudo-sequence HLA-B15:01. The binding affinity (normalized) is 0.683. (2) The peptide sequence is LLCLIFLLV. The MHC is HLA-A31:01 with pseudo-sequence HLA-A31:01. The binding affinity (normalized) is 0.513. (3) The peptide sequence is AYIDNYNKV. The MHC is Patr-B1301 with pseudo-sequence Patr-B1301. The binding affinity (normalized) is 0.197. (4) The peptide sequence is SQLEMCEKY. The MHC is HLA-A11:01 with pseudo-sequence HLA-A11:01. The binding affinity (normalized) is 0.0847. (5) The peptide sequence is NVSIPWTHK. The MHC is HLA-A02:06 with pseudo-sequence HLA-A02:06. The binding affinity (normalized) is 0.0297. (6) The peptide sequence is MGKSMRPIY. The MHC is H-2-Dd with pseudo-sequence H-2-Dd. The binding affinity (normalized) is 0. (7) The binding affinity (normalized) is 0. The MHC is HLA-A26:01 with pseudo-sequence HLA-A26:01. The peptide sequence is EYPIIGDEL. (8) The peptide sequence is MVRVLTVIKEY. The MHC is HLA-A68:02 with pseudo-sequence HLA-A68:02. The binding affinity (normalized) is 0.0847.